This data is from Full USPTO retrosynthesis dataset with 1.9M reactions from patents (1976-2016). The task is: Predict the reactants needed to synthesize the given product. Given the product [Br:13][C:11]1[CH:10]=[C:5]([CH:4]=[C:3]([CH:1]=[O:2])[CH:12]=1)[C:6]([O:8][CH3:9])=[O:7], predict the reactants needed to synthesize it. The reactants are: [CH:1]([C:3]1[CH:4]=[C:5]([CH:10]=[CH:11][CH:12]=1)[C:6]([O:8][CH3:9])=[O:7])=[O:2].[Br:13]N1C(=O)CCC1=O.